From a dataset of Full USPTO retrosynthesis dataset with 1.9M reactions from patents (1976-2016). Predict the reactants needed to synthesize the given product. (1) Given the product [C:1]([O:5][C:6]([N:8]1[CH2:14][CH2:13][C:12]2[C:15]([CH2:20][CH2:21][CH2:22][CH2:23][CH2:24][NH:25][C:26]([CH:28]3[CH2:29][CH2:30][CH2:31][CH2:32]3)=[O:27])=[C:16]([Cl:19])[CH:17]=[CH:18][C:11]=2[CH2:10][CH2:9]1)=[O:7])([CH3:4])([CH3:2])[CH3:3], predict the reactants needed to synthesize it. The reactants are: [C:1]([O:5][C:6]([N:8]1[CH2:14][CH2:13][C:12]2[C:15]([CH:20]=[CH:21][CH2:22][CH2:23][CH2:24][NH:25][C:26]([CH:28]3[CH2:32][CH2:31][CH2:30][CH2:29]3)=[O:27])=[C:16]([Cl:19])[CH:17]=[CH:18][C:11]=2[CH2:10][CH2:9]1)=[O:7])([CH3:4])([CH3:3])[CH3:2].[H][H]. (2) Given the product [O:30]=[C:11]([N:12]1[CH2:17][CH2:16][N:15]([C:18]2[CH:23]=[CH:22][C:21]([C:24]3[N:25]=[CH:26][CH:27]=[CH:28][N:29]=3)=[CH:20][CH:19]=2)[CH2:14][CH2:13]1)[CH2:10][N:7]1[CH2:8][CH2:9][CH:5]([C:3]([OH:4])=[O:2])[CH2:6]1, predict the reactants needed to synthesize it. The reactants are: C[O:2][C:3]([CH:5]1[CH2:9][CH2:8][N:7]([CH2:10][C:11](=[O:30])[N:12]2[CH2:17][CH2:16][N:15]([C:18]3[CH:23]=[CH:22][C:21]([C:24]4[N:29]=[CH:28][CH:27]=[CH:26][N:25]=4)=[CH:20][CH:19]=3)[CH2:14][CH2:13]2)[CH2:6]1)=[O:4].[OH-].[Li+].Cl. (3) Given the product [OH:17][C:15]([CH3:26])([CH3:16])[CH2:14][CH2:13][C:11]1[O:10][N:9]=[C:8]([C:5]2[CH:6]=[CH:7][C:2]([CH3:1])=[C:3]([NH:18][C:19](=[O:25])[O:20][C:21]([CH3:24])([CH3:23])[CH3:22])[CH:4]=2)[N:12]=1, predict the reactants needed to synthesize it. The reactants are: [CH3:1][C:2]1[CH:7]=[CH:6][C:5]([C:8]2[N:12]=[C:11]([CH2:13][CH2:14][C:15](=[O:17])[CH3:16])[O:10][N:9]=2)=[CH:4][C:3]=1[NH:18][C:19](=[O:25])[O:20][C:21]([CH3:24])([CH3:23])[CH3:22].[CH3:26][Mg+].[Br-]. (4) The reactants are: C(OC([N:11]1[CH2:16][CH2:15][CH:14]([NH:17][C:18]2[C:27]3[C:22](=[CH:23][CH:24]=[C:25]([C:28]4[CH:29]=[N:30][C:31]5[C:36]([CH:37]=4)=[CH:35][CH:34]=[CH:33][CH:32]=5)[N:26]=3)[N:21]=[CH:20][C:19]=2C(O)=O)[CH2:13][CH2:12]1)=O)C1C=CC=CC=1.[CH2:41]([N:43]([CH2:46]C)CC)C.C1(P(N=[N+]=[N-])(C2C=CC=CC=2)=[O:55])C=CC=CC=1. Given the product [CH3:41][N:43]1[C:19]2[CH:20]=[N:21][C:22]3[CH:23]=[CH:24][C:25]([C:28]4[CH:29]=[N:30][C:31]5[C:36]([CH:37]=4)=[CH:35][CH:34]=[CH:33][CH:32]=5)=[N:26][C:27]=3[C:18]=2[N:17]([CH:14]2[CH2:13][CH2:12][NH:11][CH2:16][CH2:15]2)[C:46]1=[O:55], predict the reactants needed to synthesize it. (5) Given the product [CH3:1][C@H:2]1[CH2:7][N:6]2[N:8]=[CH:9][C:10]([N:11]3[C:15](=[O:16])[CH2:14][N:13]([S:17]([CH3:20])(=[O:19])=[O:18])[CH2:12]3)=[C:5]2[CH2:4][N:3]1[C:21]([NH:47][C:41]1[CH:40]=[C:39]([F:38])[C:44]([F:45])=[C:43]([F:46])[CH:42]=1)=[O:23], predict the reactants needed to synthesize it. The reactants are: [CH3:1][C@H:2]1[CH2:7][N:6]2[N:8]=[CH:9][C:10]([N:11]3[C:15](=[O:16])[CH2:14][N:13]([S:17]([CH3:20])(=[O:19])=[O:18])[CH2:12]3)=[C:5]2[CH2:4][N:3]1[C:21]([O:23]C(C)(C)C)=O.Cl.CCN(C(C)C)C(C)C.[F:38][C:39]1[CH:40]=[C:41]([NH:47]C(=O)OC2C=CC=CC=2)[CH:42]=[C:43]([F:46])[C:44]=1[F:45].